From a dataset of Forward reaction prediction with 1.9M reactions from USPTO patents (1976-2016). Predict the product of the given reaction. (1) Given the reactants [CH3:1][O:2][C:3]1[CH:4]=[CH:5][C:6]([CH2:9][OH:10])=[CH:7][CH:8]=1.C(=O)([O-])[O-].[Na+].[Na+].C1C(=O)N(Cl)C(=O)C1, predict the reaction product. The product is: [CH:9](=[O:10])[C:6]1[CH:5]=[CH:4][C:3]([O:2][CH3:1])=[CH:8][CH:7]=1. (2) Given the reactants C(OC1C=C(C=C(OCC)C=1F)C[N:8]1[CH2:13][CH2:12][CH:11]([NH:14][C:15](=[O:27])[C:16]2[CH:21]=[CH:20][CH:19]=[C:18]([C:22]3[N:23]=[N:24][NH:25][N:26]=3)[CH:17]=2)[CH2:10][CH2:9]1)C.[CH:35]([O:38][C:39]1[CH:40]=[C:41]([CH:44]=[C:45]([O:47][CH:48]([CH3:50])[CH3:49])[CH:46]=1)[CH:42]=O)([CH3:37])[CH3:36].C([BH3-])#N.[Na+].C(N(C(C)C)C(C)C)C, predict the reaction product. The product is: [CH:35]([O:38][C:39]1[CH:40]=[C:41]([CH:44]=[C:45]([O:47][CH:48]([CH3:50])[CH3:49])[CH:46]=1)[CH2:42][N:8]1[CH2:13][CH2:12][CH:11]([NH:14][C:15](=[O:27])[C:16]2[CH:21]=[CH:20][CH:19]=[C:18]([C:22]3[N:23]=[N:24][NH:25][N:26]=3)[CH:17]=2)[CH2:10][CH2:9]1)([CH3:37])[CH3:36]. (3) The product is: [ClH:42].[NH2:45]/[C:48](=[N:40]\[OH:41])/[C:49]1[CH:13]=[CH:12][C:11]([C:9]#[C:10][CH2:11][CH2:12][CH2:13][C:14]([N:16]2[CH2:17][CH2:18][N:19]([C:22]3[CH:27]=[CH:26][C:25]([N:28]4[CH2:32][C@H:31]([CH2:33][NH:34][C:35](=[O:37])[CH3:36])[O:30][C:29]4=[O:38])=[CH:24][C:23]=3[F:39])[CH2:20][CH2:21]2)=[O:15])=[CH:10][CH:9]=1. Given the reactants C(C1C=C([C:9]#[C:10][CH2:11][CH2:12][CH2:13][C:14]([N:16]2[CH2:21][CH2:20][N:19]([C:22]3[CH:27]=[CH:26][C:25]([N:28]4[CH2:32][C@H:31]([CH2:33][NH:34][C:35](=[O:37])[CH3:36])[O:30][C:29]4=[O:38])=[CH:24][C:23]=3[F:39])[CH2:18][CH2:17]2)=[O:15])C=CC=1)#N.[NH2:40][OH:41].[ClH:42].CC[N:45]([CH2:48][CH3:49])CC, predict the reaction product. (4) Given the reactants CN([CH:4]=[O:5])C.[OH2:6].[C:7]([Li])([CH3:10])([CH3:9])[CH3:8].[CH3:12][CH2:13][CH2:14][CH2:15][CH2:16]C, predict the reaction product. The product is: [CH3:8][C:7]1[C:10]2=[C:12]([CH:4]=[O:5])[CH:13]=[CH:14][CH:15]=[C:16]2[O:6][CH:9]=1. (5) Given the reactants CCO[C:4]([CH:6]1[CH2:12][CH2:11][C:9](=[O:10])[CH2:8][CH2:7]1)=[O:5].[CH2:13](O)[CH2:14][OH:15].[H-].[Al+3].[Li+].[H-].[H-].[H-].[OH-].[Na+], predict the reaction product. The product is: [O:10]1[C:9]2([CH2:8][CH2:7][CH:6]([CH2:4][OH:5])[CH2:12][CH2:11]2)[O:15][CH2:14][CH2:13]1. (6) Given the reactants [CH3:1][C:2]1[CH:8]=[C:7]([C:9](F)([C:14]([F:17])([F:16])[F:15])[C:10]([F:13])([F:12])[F:11])[C:6]([CH2:19][CH2:20][CH3:21])=[CH:5][C:3]=1[NH2:4].[CH3:22][O-:23].[Na+], predict the reaction product. The product is: [CH3:22][O:23][C:9]([C:7]1[C:6]([CH2:19][CH2:20][CH3:21])=[CH:5][C:3]([NH2:4])=[C:2]([CH3:1])[CH:8]=1)([C:14]([F:16])([F:15])[F:17])[C:10]([F:12])([F:11])[F:13]. (7) Given the reactants I[C:2]1[C:7]([CH3:8])=[CH:6][C:5]([C:9]2[CH:14]=[CH:13][N:12]=[CH:11][N:10]=2)=[CH:4][C:3]=1[CH3:15].[F:16][C:17]1[CH:18]=[CH:19][C:20](B2OC(C)(C)C(C)(C)O2)=[C:21]2[C:25]=1[C@H:24]([O:26][C:27]1[CH:40]=[CH:39][C:30]3[C@H:31]([CH2:34][C:35]([O:37][CH3:38])=[O:36])[CH2:32][O:33][C:29]=3[CH:28]=1)[CH2:23][CH2:22]2.BrC1C=CC(F)=C2C=1CC[C@H]2OC1C=CC2[C@H](CC(OC)=O)COC=2C=1, predict the reaction product. The product is: [CH3:15][C:3]1[CH:4]=[C:5]([C:9]2[CH:14]=[CH:13][N:12]=[CH:11][N:10]=2)[CH:6]=[C:7]([CH3:8])[C:2]=1[C:20]1[CH:19]=[CH:18][C:17]([F:16])=[C:25]2[C:21]=1[CH2:22][CH2:23][C@H:24]2[O:26][C:27]1[CH:40]=[CH:39][C:30]2[C@H:31]([CH2:34][C:35]([O:37][CH3:38])=[O:36])[CH2:32][O:33][C:29]=2[CH:28]=1. (8) Given the reactants [Cl:1][C:2]1[N:7]=[C:6]([Cl:8])[C:5]([CH2:9][CH:10]=O)=[C:4]([NH:12][C:13]2[CH:18]=[CH:17][C:16]([Cl:19])=[CH:15][CH:14]=2)[N:3]=1.C1(C)C=CC(S(O)(=O)=O)=CC=1, predict the reaction product. The product is: [Cl:1][C:2]1[N:7]=[C:6]([Cl:8])[C:5]2[CH:9]=[CH:10][N:12]([C:13]3[CH:18]=[CH:17][C:16]([Cl:19])=[CH:15][CH:14]=3)[C:4]=2[N:3]=1. (9) The product is: [CH3:40][C:36]1([CH3:41])[CH2:35][N:34]([S:31]([CH3:30])(=[O:33])=[O:32])[CH2:39][CH2:38][N:37]1[CH2:18][C:13]1[N:14]([CH3:17])[C:15]2[C:11]([N:12]=1)=[C:10]([N:20]1[CH2:21][CH2:22][O:23][CH2:24][CH2:25]1)[N:9]=[C:8]([N:7]1[C:6]3[CH:26]=[CH:27][CH:28]=[CH:29][C:5]=3[N:4]=[C:3]1[CH2:1][CH3:2])[N:16]=2. Given the reactants [CH2:1]([C:3]1[N:7]([C:8]2[N:16]=[C:15]3[C:11]([N:12]=[C:13]([CH:18]=O)[N:14]3[CH3:17])=[C:10]([N:20]3[CH2:25][CH2:24][O:23][CH2:22][CH2:21]3)[N:9]=2)[C:6]2[CH:26]=[CH:27][CH:28]=[CH:29][C:5]=2[N:4]=1)[CH3:2].[CH3:30][S:31]([N:34]1[CH2:39][CH2:38][NH:37][C:36]([CH3:41])([CH3:40])[CH2:35]1)(=[O:33])=[O:32].C(O[BH-](OC(=O)C)OC(=O)C)(=O)C.[Na+], predict the reaction product.